From a dataset of Reaction yield outcomes from USPTO patents with 853,638 reactions. Predict the reaction yield, written as a fraction of the theoretical maximum amount of product (1.0 means a 100% yield; for example, 0.34 means a 34% yield). (1) The yield is 1.00. The reactants are C(O)(C(F)(F)F)=O.[CH3:8][C:9]1[CH:10]=[C:11]([C:15]2[O:19][N:18]=[C:17]([C@H:20]3[CH2:25][C@@H:24]4[C@@H:22]([CH2:23]4)[N:21]3C(OC(C)(C)C)=O)[CH:16]=2)[CH:12]=[CH:13][CH:14]=1. The product is [CH3:8][C:9]1[CH:10]=[C:11]([C:15]2[O:19][N:18]=[C:17]([C@H:20]3[CH2:25][C@@H:24]4[C@@H:22]([CH2:23]4)[NH:21]3)[CH:16]=2)[CH:12]=[CH:13][CH:14]=1. The catalyst is ClCCl. (2) The reactants are [C:1]([N:9]=[C:10]=[S:11])(=[O:8])[C:2]1[CH:7]=[CH:6][CH:5]=[CH:4][CH:3]=1.[NH:12]1[CH2:17][CH2:16][O:15][CH2:14][CH2:13]1. The catalyst is ClCCl. The product is [NH2:9][C:10]([NH2:12])=[S:11].[C:1]([N:12]1[CH2:17][CH2:16][O:15][CH2:14][CH2:13]1)(=[O:8])[C:2]1[CH:7]=[CH:6][CH:5]=[CH:4][CH:3]=1. The yield is 0.820. (3) The reactants are [F:1][C:2]1[CH:36]=[CH:35][C:5]([CH2:6][N:7]2[C:19](=[O:20])[C:18]3[C:17]([O:21][Si:22]([CH:29]([CH3:31])[CH3:30])([CH:26]([CH3:28])[CH3:27])[CH:23]([CH3:25])[CH3:24])=[C:16]4[C:11]([CH:12]=[CH:13][CH:14]=[N:15]4)=[C:10]([O:32][CH3:33])[C:9]=3[C:8]2=[O:34])=[CH:4][CH:3]=1.[C:37]1([Mg]Br)[CH:42]=[CH:41][CH:40]=[CH:39][CH:38]=1.CCOCC. The catalyst is C1COCC1.CCOC(C)=O. The product is [F:1][C:2]1[CH:3]=[CH:4][C:5]([CH2:6][N:7]2[C:19](=[O:20])[C:18]3[C:17]([O:21][Si:22]([CH:29]([CH3:30])[CH3:31])([CH:26]([CH3:27])[CH3:28])[CH:23]([CH3:25])[CH3:24])=[C:16]4[C:11]([CH:12]=[CH:13][CH:14]=[N:15]4)=[C:10]([O:32][CH3:33])[C:9]=3[C:8]2([OH:34])[C:37]2[CH:42]=[CH:41][CH:40]=[CH:39][CH:38]=2)=[CH:35][CH:36]=1. The yield is 0.800.